This data is from Experimentally validated miRNA-target interactions with 360,000+ pairs, plus equal number of negative samples. The task is: Binary Classification. Given a miRNA mature sequence and a target amino acid sequence, predict their likelihood of interaction. (1) The miRNA is mmu-miR-1258-5p with sequence UGCUGAGCUAAUUCCCUAACUG. The protein sequence of the target gene is MVSSVLEVSHVFCCPNRVRGALSWNTGPGGLLAFGTSCSVVLYDPQKKVVITNLNGHTARVNCLQWIRTEDGSPSNELVSGGSDNRVIHWELENNQVLKSVRLQGHEGPVCAVHAIYQSGPSEGEQHALIASAASDSTVRIWSKKGSEVKYLQTLSFRDGFVLSVCLAILPGTNVPVLACGDDDCRIHLYIQQDDQFQKALSLCGHEDWIRGVEWATFGRDLFLASCSQDCLIRIWRLYMKPASFETKDGSLRLKENTFTIKDGGVRTTVAVTLETVLAGHENWVNAVHWQPSFYKDGVL.... Result: 0 (no interaction). (2) The miRNA is mmu-miR-298-5p with sequence GGCAGAGGAGGGCUGUUCUUCCC. The protein sequence of the target gene is MRGPAMRLPPRIALSALARGPSCILGSGAATRKDWQTRNRRGFSDFNIEPLPDSDLEESSPWTSRNRSEPTRHIACKKAARNLVRDLLEHQNPSRQIILECNPGPGILTGALLKAGARVVAFESEKTFIPHLEPLQRNMDGELQVVHCDFFKMDPRYQEVVRPDVSSQAIFQNLGIKAVPWSAGVPIKVFGILPYKHERRILWKILFDLYSCESIYRYGRVELNMFVSEKEFRKLIATPKRPDLYQVMAVLWQVACDVKFLHMEPWSSFSVHTENGHLEKSKHGESVNLLKQNLYLVRMT.... Result: 1 (interaction). (3) The miRNA is mmu-miR-30c-1-3p with sequence CUGGGAGAGGGUUGUUUACUCC. The protein sequence of the target gene is MRILQSFLACVQLLCLCRLDWAYGYYRQQRKLVEEIGWSYTGALNQKNWGKKYPICNSPKQSPINIDEDLTQVNVNLKKLKFQGWEKASLENTFIHNTGKTVEINLTNDYYLSGGLSEKVFKASKITFHWGKCNVSSEGSEHSLEGQKFPLEMQVYCFDADRFSSFEEAVKGKGRLRALSILFEVGVEENLDYKAIIDGTESVSRFGKQAALDPFVLQNLLPNSTDKYYIYNGSLTSPPCTDTVEWIVFKDTVSISESQLAVFCEVLTMQQSGYVMLMDYLQNNFREQQYKFSRQVFSSY.... Result: 0 (no interaction). (4) The miRNA is hsa-miR-6830-5p with sequence CCAAGGAAGGAGGCUGGACAUC. The protein sequence of the target gene is MKDPSRSSTSPSIINEDVIINGHSHEDDNPFAEYMWMENEEEFNRQIEEELWEEEFIERCFQEMLEEEEEHEWFIPARDLPQTMDQIQDQFNDLVISDGSSLEDLVVKSNLNPNAKEFVPGVKYGNI. Result: 0 (no interaction). (5) The protein sequence of the target gene is MGTPGEGLGRCSHALIRGVPESLASGEGAGAGLPALDLAKAQREHGVLGGKLRQRLGLQLLELPPEESLPLGPLLGDTAVIQGDTALITRPWSPARRPEVDGVRKALQDLGLRIVEIGDENATLDGTDVLFTGREFFVGLSKWTNHRGAEIVADTFRDFAVSTVPVSGPSHLRGLCGMGGPRTVVAGSSDAAQKAVRAMAVLTDHPYASLTLPDDAAADCLFLRPGLPGVPPFLLHRGGGDLPNSQEALQKLSDVTLVPVSCSELEKAGAGLSSLCLVLSTRPHS. Result: 0 (no interaction). The miRNA is mmu-miR-28b with sequence AGGAGCUCACAAUCUAUUUAG. (6) The miRNA is hsa-miR-210-3p with sequence CUGUGCGUGUGACAGCGGCUGA. The protein sequence of the target gene is MPSKQIRKQSISVTRGARRRDEDSGTDVGEGTDEWSQSKATVRPPDQLELTDAELKEEFTRILTANNPHAPQNIVRYSFKEGTYKLIGFVNQMAVHFSQVGNLIPKDSDEGRRQHYRDEMVAGSQESIKVVTSEAENLEEEEEPKEGEGEAEAEAEAGSQTDIPAAAETTEKVIEEELMAPVQPKERKLTNQFNFSERASQTFNNPLRDRECQMEPPPRTNFSATANQWEIYDAYVDELEKQEKTKEKEKAKTPVAKKTEKMAMRKLTSMESQSDDITKVTQAAKIVERMVNQNTYDDVA.... Result: 0 (no interaction). (7) The miRNA is hsa-miR-6787-3p with sequence UCUCAGCUGCUGCCCUCUCCAG. The protein sequence of the target gene is MATAAYEQLKLHITPEKFYVEACDDGADDVLTIDRVSTEVTLAVKKDVPPSAVTRPIFGILGTIHLVAGNYLIVITKKIKVGEFFSHVVWKATDFDVLSYKKTMLHLTDIQLQDNKTFLAMLNHVLNVDGFYFSTTYDLTHTLQRLSNTSPEFQEMSLLERADQRFVWNGHLLRELSAQPEVHRFALPVLHGFITMHSCSINGKYFDWILISRRSCFRAGVRYYVRGIDSEGHAANFVETEQIVHYNGSKASFVQTRGSIPVFWSQRPNLKYKPLPQISKVANHMDGFQRHFDSQVIIYG.... Result: 0 (no interaction). (8) The miRNA is hsa-miR-874-5p with sequence CGGCCCCACGCACCAGGGUAAGA. The protein sequence of the target gene is MRAQWPGQLWAALLALGALAGVVVGESNICTTRGVNSCQQCLAVSPVCAWCSDETLSQGSPRCNLKENLLKDNCAPESIEFPVSEAQILEARPLSSKGSGSSAQITQVSPQRIALRLRPDDSKIFSLQVRQVEDYPVDIYYLMDLSFSMKDDLSSIQTLGTKLASQMRKLTSNLRIGFGAFVDKPVSPYMYISPPQAIKNPCYNMKNACLPMFGYKHVLTLTDQVSRFNEEVKKQSVSRNRDAPEGGFDAIMQATVCDEKIGWRNDASHLLVFTTDAKTHIALDGRLAGIVLPNDGHCHI.... Result: 0 (no interaction). (9) The miRNA is hsa-miR-4804-3p with sequence UGCUUAACCUUGCCCUCGAAA. The protein sequence of the target gene is MDPPAEKPGEAGGLQITPQLLKSRTGEFSLESILLLKLRGLGLADLGCLGECLGLEWLDLSGNALTHLGPLASLRQLAVLNVSNNRLTGLEPLATCENLQSLNAAGNLLATPGQLQCLAGLPCLEYLRLRDPLARLSNPLCANPSYWAAVRELLPGLKVIDGERVIGRGSEFYQLCRDLDSSLRPSSSPGPRATEAQPWVEPGYWESWPSRSSSILEEACRQFQDTLQECWDLDRQASDSLAQAEQVLSSAGPTSSFVF. Result: 0 (no interaction).